This data is from Reaction yield outcomes from USPTO patents with 853,638 reactions. The task is: Predict the reaction yield, written as a fraction of the theoretical maximum amount of product (1.0 means a 100% yield; for example, 0.34 means a 34% yield). (1) The reactants are [CH:1]1([C:4]2[CH:9]=[CH:8][N:7]=[CH:6][C:5]=2[N:10]2[CH2:14][CH2:13][NH:12][C:11]2=[O:15])[CH2:3][CH2:2]1.Br[C:17]1[CH:18]=[CH:19][C:20]2[C:24]([CH3:25])=[CH:23][S:22][C:21]=2[CH:26]=1.CN[C@@H]1CCCC[C@H]1NC.P([O-])([O-])([O-])=O.[K+].[K+].[K+]. The catalyst is [Cu](I)I.O1CCOCC1. The product is [CH:1]1([C:4]2[CH:9]=[CH:8][N:7]=[CH:6][C:5]=2[N:10]2[CH2:14][CH2:13][N:12]([C:17]3[CH:18]=[CH:19][C:20]4[C:24]([CH3:25])=[CH:23][S:22][C:21]=4[CH:26]=3)[C:11]2=[O:15])[CH2:3][CH2:2]1. The yield is 0.260. (2) The reactants are [CH:1]1[C:6]([NH:7][C:8]([C:10]2[CH:15]=[CH:14][C:13]([Cl:16])=[N+:12]([O-])[CH:11]=2)=[O:9])=[CH:5][CH:4]=[C:3]([F:18])[CH:2]=1.CNC.C(OCC)(=O)C.O. The catalyst is C1COCC1. The product is [Cl:16][C:13]1[CH:14]=[CH:15][C:10]([C:8]([NH:7][C:6]2[CH:1]=[CH:2][C:3]([F:18])=[CH:4][CH:5]=2)=[O:9])=[CH:11][N:12]=1. The yield is 0.360. (3) The reactants are [C:1]([O:5][C:6]([NH:8][CH2:9][CH2:10][C:11](O)=O)=[O:7])([CH3:4])([CH3:3])[CH3:2].N1C=CC=CC=1.[C:20](Cl)(=[O:24])C(Cl)=O.[Br:26][C:27]1[CH:33]=[CH:32][CH:31]=[CH:30][C:28]=1[NH2:29]. The catalyst is C1COCC1.CN(C=O)C.CN(C)C1C=CN=CC=1.C(#N)C.C(=O)(O)[O-].[Na+].C(N(CC)CC)C. The product is [Br:26][C:27]1[CH:33]=[CH:32][CH:31]=[CH:30][C:28]=1[NH:29][C:20]([CH2:11][CH2:10][CH2:9][NH:8][C:6]([O:5][C:1]([CH3:2])([CH3:3])[CH3:4])=[O:7])=[O:24]. The yield is 0.180. (4) The reactants are [C:1]([C:3]1[CH:4]=[C:5]([C:16]([O:18][CH3:19])=[O:17])[C:6]2[C:7]([CH3:15])=[CH:8][N:9]([CH:12]([CH3:14])[CH3:13])[C:10]=2[CH:11]=1)#[N:2].[N:20]([Si](C)(C)C)=[N+:21]=[N-:22].O.O.O.[F-].C([N+](CCCC)(CCCC)CCCC)CCC. The catalyst is CCOC(C)=O. The product is [CH:12]([N:9]1[C:10]2[CH:11]=[C:3]([C:1]3[NH:22][N:21]=[N:20][N:2]=3)[CH:4]=[C:5]([C:16]([O:18][CH3:19])=[O:17])[C:6]=2[C:7]([CH3:15])=[CH:8]1)([CH3:14])[CH3:13]. The yield is 0.480. (5) The reactants are C(O)(C(F)(F)F)=O.[NH2:8][C:9]1[C:14]2[C:15](=[O:29])[N:16](CC3C=CC(OC)=CC=3)[CH2:17][CH2:18][O:19][C:13]=2[N:12]=[CH:11][N:10]=1.C1(OC)C=CC=CC=1. No catalyst specified. The product is [NH2:8][C:9]1[C:14]2[C:15](=[O:29])[NH:16][CH2:17][CH2:18][O:19][C:13]=2[N:12]=[CH:11][N:10]=1. The yield is 0.667. (6) The reactants are Br[C:2]1[CH:11]=[CH:10][C:5]([C:6]([O:8][CH3:9])=[O:7])=[CH:4][CH:3]=1.[CH3:12][Si:13]([C:16]#[CH:17])([CH3:15])[CH3:14].C(N(CC)CC)C. The catalyst is C1COCC1.CCOC(C)=O.Cl[Pd](Cl)([P](C1C=CC=CC=1)(C1C=CC=CC=1)C1C=CC=CC=1)[P](C1C=CC=CC=1)(C1C=CC=CC=1)C1C=CC=CC=1. The product is [CH3:12][Si:13]([C:16]#[C:17][C:2]1[CH:11]=[CH:10][C:5]([C:6]([O:8][CH3:9])=[O:7])=[CH:4][CH:3]=1)([CH3:15])[CH3:14]. The yield is 0.940.